From a dataset of Catalyst prediction with 721,799 reactions and 888 catalyst types from USPTO. Predict which catalyst facilitates the given reaction. (1) Reactant: [Cl:1][C:2]1[CH:3]=[C:4]2[CH:10]=[C:9]([CH2:11]Cl)[N:8]([CH2:13][CH2:14][CH2:15][S:16]([CH:19]3[CH2:21][CH2:20]3)(=[O:18])=[O:17])[C:5]2=[CH:6][N:7]=1.[NH:22]1[C:26]2=[CH:27][N:28]=[CH:29][CH:30]=[C:25]2[C:24]2([CH2:32][CH2:31]2)[C:23]1=[O:33].[H-].[Na+]. Product: [Cl:1][C:2]1[CH:3]=[C:4]2[CH:10]=[C:9]([CH2:11][N:22]3[C:26]4=[CH:27][N:28]=[CH:29][CH:30]=[C:25]4[C:24]4([CH2:31][CH2:32]4)[C:23]3=[O:33])[N:8]([CH2:13][CH2:14][CH2:15][S:16]([CH:19]3[CH2:21][CH2:20]3)(=[O:18])=[O:17])[C:5]2=[CH:6][N:7]=1. The catalyst class is: 9. (2) Reactant: C([O:3][C:4](=[O:34])[CH2:5][C:6]1[CH:7]=[N:8][CH:9]=[C:10]([C:12]2[CH:17]=[CH:16][C:15]([C:18]#[N:19])=[CH:14][C:13]=2[CH2:20][N:21]([CH2:27][C:28]2[CH:33]=[CH:32][CH:31]=[CH:30][CH:29]=2)[C:22]([CH:24]2[CH2:26][CH2:25]2)=[O:23])[CH:11]=1)C.[Li+].[OH-]. Product: [CH2:27]([N:21]([CH2:20][C:13]1[CH:14]=[C:15]([C:18]#[N:19])[CH:16]=[CH:17][C:12]=1[C:10]1[CH:11]=[C:6]([CH2:5][C:4]([OH:34])=[O:3])[CH:7]=[N:8][CH:9]=1)[C:22]([CH:24]1[CH2:26][CH2:25]1)=[O:23])[C:28]1[CH:33]=[CH:32][CH:31]=[CH:30][CH:29]=1. The catalyst class is: 5. (3) Reactant: [Cl:1][C:2]1[C:7]([O:8][CH2:9][CH3:10])=[CH:6][CH:5]=[C:4]([F:11])[C:3]=1[C:12]1[CH:13]=[C:14]2[C:19](=[CH:20][CH:21]=1)[N:18]=[C:17]([NH:22][C@@H:23]1[CH2:27][CH2:26][CH2:25][C@@H:24]1[NH:28]C(=O)OC(C)(C)C)[N:16]=[CH:15]2.Cl. Product: [Cl:1][C:2]1[C:7]([O:8][CH2:9][CH3:10])=[CH:6][CH:5]=[C:4]([F:11])[C:3]=1[C:12]1[CH:13]=[C:14]2[C:19](=[CH:20][CH:21]=1)[N:18]=[C:17]([NH:22][C@@H:23]1[CH2:27][CH2:26][CH2:25][C@@H:24]1[NH2:28])[N:16]=[CH:15]2. The catalyst class is: 346. (4) The catalyst class is: 1. Product: [CH2:6]([O:8][CH:9]([O:11][CH2:12][CH2:13][CH2:14][CH2:15][CH2:16][CH2:17][CH2:22][C:21]([Br:23])=[CH2:20])[CH3:10])[CH3:7]. Reactant: [Mg].BrCCBr.[CH2:6]([O:8][CH:9]([O:11][CH2:12][CH2:13][CH2:14][CH2:15][CH2:16][CH2:17]Br)[CH3:10])[CH3:7].Br[CH2:20][C:21]([Br:23])=[CH2:22]. (5) Reactant: C([O:3][C:4]1(OCC)[C:7]2=[C:8]3[C:13](=[CH:14][CH:15]=[C:6]2[CH2:5]1)[CH:12]=[CH:11][CH:10]=[CH:9]3)C.Cl. Product: [C:4]1(=[O:3])[C:7]2=[C:8]3[C:13](=[CH:14][CH:15]=[C:6]2[CH2:5]1)[CH:12]=[CH:11][CH:10]=[CH:9]3. The catalyst class is: 7. (6) Reactant: [S].[BH4-].[Na+].[CH2:4]([O:7][C:8]1[CH:9]=[C:10]([N:18]2[CH2:23][CH2:22][O:21][CH2:20][CH2:19]2)[CH:11]=[C:12]([F:17])[C:13]=1[N+:14]([O-])=O)[CH:5]=[CH2:6]. Product: [CH2:4]([O:7][C:8]1[CH:9]=[C:10]([N:18]2[CH2:23][CH2:22][O:21][CH2:20][CH2:19]2)[CH:11]=[C:12]([F:17])[C:13]=1[NH2:14])[CH:5]=[CH2:6]. The catalyst class is: 7. (7) Reactant: Cl[C:2](Cl)([C:11]1[CH:16]=[C:15]([F:17])[CH:14]=[C:13]([F:18])[CH:12]=1)[C:3]1[CH:8]=[C:7]([F:9])[CH:6]=[C:5]([F:10])[CH:4]=1.[OH:20][C:21]1[CH:22]=[C:23]([CH:29]=[CH:30][C:31]=1[OH:32])[C:24]([O:26][CH2:27][CH3:28])=[O:25]. Product: [CH2:27]([O:26][C:24]([C:23]1[CH:29]=[CH:30][C:31]2[O:32][C:2]([C:11]3[CH:16]=[C:15]([F:17])[CH:14]=[C:13]([F:18])[CH:12]=3)([C:3]3[CH:8]=[C:7]([F:9])[CH:6]=[C:5]([F:10])[CH:4]=3)[O:20][C:21]=2[CH:22]=1)=[O:25])[CH3:28]. The catalyst class is: 4.